Task: Regression. Given a peptide amino acid sequence and an MHC pseudo amino acid sequence, predict their binding affinity value. This is MHC class I binding data.. Dataset: Peptide-MHC class I binding affinity with 185,985 pairs from IEDB/IMGT The peptide sequence is EENLLDFVRF. The MHC is HLA-A01:01 with pseudo-sequence HLA-A01:01. The binding affinity (normalized) is 0.